Regression. Given a peptide amino acid sequence and an MHC pseudo amino acid sequence, predict their binding affinity value. This is MHC class II binding data. From a dataset of Peptide-MHC class II binding affinity with 134,281 pairs from IEDB. (1) The peptide sequence is GWYLVAATAAAATLR. The MHC is HLA-DQA10301-DQB10302 with pseudo-sequence HLA-DQA10301-DQB10302. The binding affinity (normalized) is 0.332. (2) The peptide sequence is PLMSSKFPELGMNPS. The MHC is DRB1_0401 with pseudo-sequence DRB1_0401. The binding affinity (normalized) is 0.147. (3) The peptide sequence is EVKSFQWTQALRREL. The MHC is DRB5_0101 with pseudo-sequence DRB5_0101. The binding affinity (normalized) is 1.00. (4) The MHC is DRB1_0401 with pseudo-sequence DRB1_0401. The peptide sequence is HSLLRTQRLHKFLVC. The binding affinity (normalized) is 0.337. (5) The peptide sequence is SHELMTMTRPILRLL. The MHC is DRB1_1302 with pseudo-sequence DRB1_1302. The binding affinity (normalized) is 0.529. (6) The peptide sequence is EKKYFQATQFEPLAA. The MHC is HLA-DPA10103-DPB10401 with pseudo-sequence HLA-DPA10103-DPB10401. The binding affinity (normalized) is 1.00. (7) The peptide sequence is AVTDGRNGRLLSIPI. The MHC is DRB1_0101 with pseudo-sequence DRB1_0101. The binding affinity (normalized) is 0.413.